Task: Predict the product of the given reaction.. Dataset: Forward reaction prediction with 1.9M reactions from USPTO patents (1976-2016) Given the reactants [CH:1]1([NH:4][C:5]([C:7]2[CH:8]=[C:9]([F:31])[C:10]([CH3:30])=[C:11]([C:13]3[C:14]([C:27](O)=[O:28])=[CH:15][C:16]([C:19]([NH:21][CH2:22][C:23]([CH3:26])([CH3:25])[CH3:24])=[O:20])=[CH:17][CH:18]=3)[CH:12]=2)=[O:6])[CH2:3][CH2:2]1.C(Cl)CCl.C1C=CC2N(O)N=NC=2C=1.CCN(CC)CC.[N:53]1([CH2:58][CH2:59][NH2:60])[CH2:57][CH2:56][CH2:55][CH2:54]1, predict the reaction product. The product is: [CH:1]1([NH:4][C:5]([C:7]2[CH:12]=[C:11]([C:13]3[C:14]([C:27]([NH:60][CH2:59][CH2:58][N:53]4[CH2:57][CH2:56][CH2:55][CH2:54]4)=[O:28])=[CH:15][C:16]([C:19]([NH:21][CH2:22][C:23]([CH3:24])([CH3:26])[CH3:25])=[O:20])=[CH:17][CH:18]=3)[C:10]([CH3:30])=[C:9]([F:31])[CH:8]=2)=[O:6])[CH2:3][CH2:2]1.